This data is from Reaction yield outcomes from USPTO patents with 853,638 reactions. The task is: Predict the reaction yield, written as a fraction of the theoretical maximum amount of product (1.0 means a 100% yield; for example, 0.34 means a 34% yield). (1) The reactants are NS(N)(=O)=O.Cl[CH2:7][CH2:8][CH2:9][S:10]([N:13]1[CH2:18][CH2:17][CH:16]([C:19]2[C:27]3[C:22](=[C:23]([C:33]([NH2:35])=[O:34])[CH:24]=[C:25]([C:28]4[S:29][CH:30]=[CH:31][CH:32]=4)[CH:26]=3)[NH:21][CH:20]=2)[CH2:15][CH2:14]1)(=[O:12])=[O:11].[CH:36]1([NH2:41])[CH2:40][CH2:39][CH2:38][CH2:37]1.C([O-])([O-])=O.[K+].[K+].[Na+].[I-]. The catalyst is CN(C=O)C. The product is [CH:36]1([NH:41][CH2:7][CH2:8][CH2:9][S:10]([N:13]2[CH2:18][CH2:17][CH:16]([C:19]3[C:27]4[C:22](=[C:23]([C:33]([NH2:35])=[O:34])[CH:24]=[C:25]([C:28]5[S:29][CH:30]=[CH:31][CH:32]=5)[CH:26]=4)[NH:21][CH:20]=3)[CH2:15][CH2:14]2)(=[O:12])=[O:11])[CH2:40][CH2:39][CH2:38][CH2:37]1. The yield is 0.440. (2) The reactants are Cl[C:2]1[N:9]=[C:8]([CH3:10])[CH:7]=[CH:6][C:3]=1[C:4]#[N:5].[NH3:11]. The catalyst is C(O)C. The product is [NH2:11][C:2]1[N:9]=[C:8]([CH3:10])[CH:7]=[CH:6][C:3]=1[C:4]#[N:5]. The yield is 0.820. (3) The reactants are [Cl:1][C:2]1[C:19]([F:20])=[CH:18][CH:17]=[C:16]([F:21])[C:3]=1[CH2:4][N:5]1[CH2:10][CH2:9][NH:8][C:7]2[N:11]=[CH:12][C:13](I)=[CH:14][C:6]1=2.CC1(C)C(C)(C)OB([C:30]2[CH:31]=[CH:32][C:33]([NH2:36])=[N:34][CH:35]=2)O1. No catalyst specified. The product is [Cl:1][C:2]1[C:19]([F:20])=[CH:18][CH:17]=[C:16]([F:21])[C:3]=1[CH2:4][N:5]1[CH2:10][CH2:9][NH:8][C:7]2[N:11]=[CH:12][C:13]([C:30]3[CH:31]=[CH:32][C:33]([NH2:36])=[N:34][CH:35]=3)=[CH:14][C:6]1=2. The yield is 0.520.